Predict the product of the given reaction. From a dataset of Forward reaction prediction with 1.9M reactions from USPTO patents (1976-2016). The product is: [Br:1][C:2]1[CH:3]=[N:4][C:5]([Cl:11])=[C:6]([CH:10]=1)[C:7]([NH2:20])=[O:8]. Given the reactants [Br:1][C:2]1[CH:3]=[N:4][C:5]([Cl:11])=[C:6]([CH:10]=1)[C:7]([O-])=[O:8].[Na+].C(Cl)(=O)C(Cl)=O.C[N:20](C=O)C.N, predict the reaction product.